This data is from Peptide-MHC class II binding affinity with 134,281 pairs from IEDB. The task is: Regression. Given a peptide amino acid sequence and an MHC pseudo amino acid sequence, predict their binding affinity value. This is MHC class II binding data. (1) The peptide sequence is MSKNFIKGAKKILAE. The MHC is DRB1_0101 with pseudo-sequence DRB1_0101. The binding affinity (normalized) is 0.541. (2) The peptide sequence is QKYCPNKICTSKGDS. The MHC is HLA-DQA10401-DQB10402 with pseudo-sequence HLA-DQA10401-DQB10402. The binding affinity (normalized) is 0.